From a dataset of Catalyst prediction with 721,799 reactions and 888 catalyst types from USPTO. Predict which catalyst facilitates the given reaction. (1) Reactant: [NH2:1][C:2]1[N:10]=[CH:9][N:8]=[C:7]2[C:3]=1[N:4]=[CH:5][N:6]2[C@H:11]1[C@@H:15]2[O:16][C:17]([CH3:20])([CH3:19])[O:18][C@@H:14]2[C@@H:13]([CH2:21][NH:22][CH2:23][CH2:24][CH2:25][N:26]2[C:34](=[O:35])[C:33]3[C:28](=[CH:29][CH:30]=[CH:31][CH:32]=3)[C:27]2=[O:36])[O:12]1.[CH:37](=O)[CH3:38].[BH-](OC(C)=O)(OC(C)=O)OC(C)=O.[Na+].C([O-])(O)=O.[Na+]. Product: [NH2:1][C:2]1[N:10]=[CH:9][N:8]=[C:7]2[C:3]=1[N:4]=[CH:5][N:6]2[C@H:11]1[C@@H:15]2[O:16][C:17]([CH3:19])([CH3:20])[O:18][C@@H:14]2[C@@H:13]([CH2:21][N:22]([CH2:37][CH3:38])[CH2:23][CH2:24][CH2:25][N:26]2[C:34](=[O:35])[C:33]3[C:28](=[CH:29][CH:30]=[CH:31][CH:32]=3)[C:27]2=[O:36])[O:12]1. The catalyst class is: 26. (2) Reactant: [C:1]1(=[O:11])[NH:5][C:4](=[O:6])[C:3]2=[CH:7][CH:8]=[CH:9][CH:10]=[C:2]12.CC(OC(/N=N/C(OC(C)(C)C)=O)=O)(C)C.C1(P(C2C=CC=CC=2)C2C=CC=CC=2)C=CC=CC=1.[F:47][C:48]1[CH:53]=[CH:52][C:51]([N:54]2[C:58]([CH2:59]O)=[CH:57][N:56]=[C:55]2[S:61][CH2:62][C:63]2[C:68]([F:69])=[CH:67][CH:66]=[C:65]([F:70])[C:64]=2[F:71])=[CH:50][CH:49]=1. Product: [F:47][C:48]1[CH:53]=[CH:52][C:51]([N:54]2[C:58]([CH2:59][N:5]3[C:1](=[O:11])[C:2]4[C:3](=[CH:7][CH:8]=[CH:9][CH:10]=4)[C:4]3=[O:6])=[CH:57][N:56]=[C:55]2[S:61][CH2:62][C:63]2[C:68]([F:69])=[CH:67][CH:66]=[C:65]([F:70])[C:64]=2[F:71])=[CH:50][CH:49]=1. The catalyst class is: 375. (3) Reactant: [O:1]([CH2:8][CH2:9][OH:10])[C:2]1[CH:7]=[CH:6][CH:5]=[CH:4][CH:3]=1.C(N(CC)CC)C.[C:18](Cl)(=[O:23])[C:19]([CH3:22])([CH3:21])[CH3:20]. Product: [C:18]([O:10][CH2:9][CH2:8][O:1][C:2]1[CH:7]=[CH:6][CH:5]=[CH:4][CH:3]=1)(=[O:23])[C:19]([CH3:22])([CH3:21])[CH3:20]. The catalyst class is: 4. (4) Reactant: [OH:1][CH:2]([C:5]1[CH:6]=[C:7]([CH:10]=[CH:11][CH:12]=1)[C:8]#[N:9])[CH2:3][CH3:4].CCN(CC)CC.[CH3:20][S:21](Cl)(=[O:23])=[O:22]. Product: [CH3:20][S:21]([O:1][CH:2]([C:5]1[CH:12]=[CH:11][CH:10]=[C:7]([C:8]#[N:9])[CH:6]=1)[CH2:3][CH3:4])(=[O:23])=[O:22]. The catalyst class is: 2. (5) Reactant: Cl.[CH3:2][O:3][C:4](=[O:30])[C@@H:5]([NH:8][C:9]([C:11]1[C:12]([CH3:29])=[N:13][C:14]([NH:18][CH2:19][CH2:20][CH2:21][C:22]2[CH:27]=[CH:26][CH:25]=[C:24]([OH:28])[CH:23]=2)=[N:15][C:16]=1[CH3:17])=[O:10])[CH2:6][NH2:7].[N:31]1([C:41](Cl)=[O:42])[C:40]2[C:35](=[CH:36][CH:37]=[CH:38][CH:39]=2)[CH2:34][CH2:33][CH2:32]1.C(N(CC)CC)C.CN(C=O)C. Product: [CH3:2][O:3][C:4](=[O:30])[C@@H:5]([NH:8][C:9]([C:11]1[C:12]([CH3:29])=[N:13][C:14]([NH:18][CH2:19][CH2:20][CH2:21][C:22]2[CH:27]=[CH:26][CH:25]=[C:24]([OH:28])[CH:23]=2)=[N:15][C:16]=1[CH3:17])=[O:10])[CH2:6][NH:7][C:41]([N:31]1[C:40]2[C:35](=[CH:36][CH:37]=[CH:38][CH:39]=2)[CH2:34][CH2:33][CH2:32]1)=[O:42]. The catalyst class is: 170. (6) Reactant: [F:1][C:2]1[CH:3]=[C:4]([C@H:8]2[NH:13][C:12](=[S:14])[CH2:11][O:10][CH2:9]2)[CH:5]=[CH:6][CH:7]=1.[O:15](C)[S:16]([C:19]([F:22])([F:21])[F:20])(=[O:18])=[O:17]. Product: [F:1][C:2]1[CH:3]=[C:4]([C@H:8]2[N:13]=[C:12]([S:14][CH3:19])[CH2:11][O:10][CH2:9]2)[CH:5]=[CH:6][CH:7]=1.[O-:18][S:16]([C:19]([F:22])([F:21])[F:20])(=[O:17])=[O:15]. The catalyst class is: 2. (7) Reactant: [Cl:1][C:2]1[CH:7]=[C:6]([Cl:8])[CH:5]=[CH:4][C:3]=1[S:9](Cl)(=[O:11])=[O:10].[CH3:13][O:14][CH2:15][CH2:16][NH2:17]. Product: [Cl:1][C:2]1[CH:7]=[C:6]([Cl:8])[CH:5]=[CH:4][C:3]=1[S:9](=[O:11])(=[O:10])[NH:17][CH2:16][CH2:15][O:14][CH3:13]. The catalyst class is: 51. (8) Reactant: [Br:1][C:2]1[CH:7]=[CH:6][C:5]([OH:8])=[CH:4][C:3]=1[CH3:9].C(=O)([O-])[O-].[K+].[K+].[CH2:16](Br)[C:17]1[CH:22]=[CH:21][CH:20]=[CH:19][CH:18]=1. Product: [CH2:16]([O:8][C:5]1[CH:6]=[CH:7][C:2]([Br:1])=[C:3]([CH3:9])[CH:4]=1)[C:17]1[CH:22]=[CH:21][CH:20]=[CH:19][CH:18]=1. The catalyst class is: 10. (9) Reactant: [CH3:1][Si:2]([C:5]#[CH:6])([CH3:4])[CH3:3].Cl[O-].[Na+].[Cl:10][C:11]1[CH:23]=[C:22]([Cl:24])[C:21]([O:25][C:26]2[N:30]([CH3:31])[N:29]=[C:28]([CH3:32])[C:27]=2/[CH:33]=[N:34]/[OH:35])=[CH:20][C:12]=1[O:13][C@@H:14]([CH3:19])[C:15]([O:17][CH3:18])=[O:16].[Cl-].[Na+]. Product: [Cl:10][C:11]1[CH:23]=[C:22]([Cl:24])[C:21]([O:25][C:26]2[N:30]([CH3:31])[N:29]=[C:28]([CH3:32])[C:27]=2[C:33]2[CH:6]=[C:5]([Si:2]([CH3:4])([CH3:3])[CH3:1])[O:35][N:34]=2)=[CH:20][C:12]=1[O:13][C@@H:14]([CH3:19])[C:15]([O:17][CH3:18])=[O:16]. The catalyst class is: 7.